Task: Predict the product of the given reaction.. Dataset: Forward reaction prediction with 1.9M reactions from USPTO patents (1976-2016) (1) Given the reactants Br[C:2]1[C:11]2[C:6](=[CH:7][CH:8]=[C:9]([O:12][CH3:13])[CH:10]=2)[C:5]([Cl:14])=[N:4][CH:3]=1.C([Li])CCC.B(OC(C)C)(OC(C)C)[O:21]C(C)C.OO.[OH-].[Na+].S([O-])([O-])=O.[Na+].[Na+].O.Cl, predict the reaction product. The product is: [Cl:14][C:5]1[C:6]2[C:11](=[CH:10][C:9]([O:12][CH3:13])=[CH:8][CH:7]=2)[C:2]([OH:21])=[CH:3][N:4]=1. (2) Given the reactants [NH2:1][C@H:2]1[CH2:7][CH2:6][C@H:5]([NH:8][C:9]([C:11]2[C:15]3=[N:16][CH:17]=[CH:18][C:19]([C:20]4[CH:25]=[CH:24][C:23]([F:26])=[CH:22][C:21]=4[O:27][CH2:28][CH:29]4[CH2:31][CH2:30]4)=[C:14]3[NH:13][C:12]=2[CH3:32])=[O:10])[CH2:4][CH2:3]1.[CH3:33][O:34][CH2:35][C:36](Cl)=[O:37], predict the reaction product. The product is: [CH:29]1([CH2:28][O:27][C:21]2[CH:22]=[C:23]([F:26])[CH:24]=[CH:25][C:20]=2[C:19]2[CH:18]=[CH:17][N:16]=[C:15]3[C:11]([C:9]([NH:8][C@H:5]4[CH2:6][CH2:7][C@H:2]([NH:1][C:36](=[O:37])[CH2:35][O:34][CH3:33])[CH2:3][CH2:4]4)=[O:10])=[C:12]([CH3:32])[NH:13][C:14]=23)[CH2:30][CH2:31]1. (3) Given the reactants [O:1]1[CH2:6][CH2:5][C:4](=O)[CH2:3][CH2:2]1.Cl.[CH2:9]([NH2:11])[CH3:10].CCN(CC)CC.[N:19]1[O:20][N:21]=[C:22]2[CH:27]=[C:26]([C:28](Cl)=[O:29])[CH:25]=[CH:24][C:23]=12, predict the reaction product. The product is: [CH2:9]([N:11]([CH:4]1[CH2:5][CH2:6][O:1][CH2:2][CH2:3]1)[C:28]([C:26]1[CH:25]=[CH:24][C:23]2=[N:19][O:20][N:21]=[C:22]2[CH:27]=1)=[O:29])[CH3:10]. (4) Given the reactants FC(F)(F)C(O)=O.C(OC(=O)[CH:14]([C:20](=[O:37])[C:21]1[CH:26]=[CH:25][C:24]([C:27]([F:30])([F:29])[F:28])=[C:23]([NH:31][CH3:32])[C:22]=1[S:33]([CH3:36])(=[O:35])=[O:34])[C:15]([CH:17]1[CH2:19][CH2:18]1)=[O:16])(C)(C)C, predict the reaction product. The product is: [CH:17]1([C:15](=[O:16])[CH2:14][C:20]([C:21]2[CH:26]=[CH:25][C:24]([C:27]([F:29])([F:28])[F:30])=[C:23]([NH:31][CH3:32])[C:22]=2[S:33]([CH3:36])(=[O:34])=[O:35])=[O:37])[CH2:19][CH2:18]1. (5) The product is: [CH2:1]([O:8][C:9]1[C:14](=[O:15])[N:13]2[CH2:26][CH:23]3[CH2:24][CH2:25][N:20]([C:12]2=[N:11][C:10]=1[C:32]([O:34][CH2:35][CH3:36])=[O:33])[CH2:21][CH2:22]3)[C:2]1[CH:3]=[CH:4][CH:5]=[CH:6][CH:7]=1. Given the reactants [CH2:1]([O:8][C:9]1[C:14](=[O:15])[N:13](S(C)(=O)=O)[C:12]([N:20]2[CH2:25][CH2:24][CH:23]([CH2:26]OS(C)(=O)=O)[CH2:22][CH2:21]2)=[N:11][C:10]=1[C:32]([O:34][CH2:35][CH3:36])=[O:33])[C:2]1[CH:7]=[CH:6][CH:5]=[CH:4][CH:3]=1.C([O-])([O-])=O.[K+].[K+].O, predict the reaction product.